From a dataset of Catalyst prediction with 721,799 reactions and 888 catalyst types from USPTO. Predict which catalyst facilitates the given reaction. (1) Reactant: [C:1]1(=[O:12])[C:5]2([CH2:10][CH2:9][NH:8][CH2:7][CH2:6]2)[CH2:4][C:3](=[O:11])[NH:2]1.O1CCOCC1.[ClH:19]. Product: [ClH:19].[C:1]1(=[O:12])[C:5]2([CH2:6][CH2:7][NH:8][CH2:9][CH2:10]2)[CH2:4][C:3](=[O:11])[NH:2]1. The catalyst class is: 14. (2) Reactant: [ClH:1].[N:2]1([CH2:8][CH2:9][O:10][C:11]2[CH:37]=[CH:36][C:14]([O:15][C:16]3[C:25]4[C:20](=[CH:21][C:22]([O:26]C)=[CH:23][CH:24]=4)[CH:19]=[CH:18][C:17]=3[C:28]3[CH:33]=[CH:32][CH:31]=[C:30]([O:34]C)[CH:29]=3)=[CH:13][CH:12]=2)[CH2:7][CH2:6][CH2:5][CH2:4][CH2:3]1.B(Br)(Br)Br. Product: [ClH:1].[N:2]1([CH2:8][CH2:9][O:10][C:11]2[CH:12]=[CH:13][C:14]([O:15][C:16]3[C:25]4[C:20](=[CH:21][C:22]([OH:26])=[CH:23][CH:24]=4)[CH:19]=[CH:18][C:17]=3[C:28]3[CH:33]=[CH:32][CH:31]=[C:30]([OH:34])[CH:29]=3)=[CH:36][CH:37]=2)[CH2:7][CH2:6][CH2:5][CH2:4][CH2:3]1. The catalyst class is: 2. (3) Reactant: [Cl:1][C:2]1[C:11]2[C:6](=[CH:7][C:8]([OH:12])=[CH:9][CH:10]=2)[C:5]([CH3:13])=[N:4][N:3]=1.[CH2:14](Br)[C:15]#[CH:16].C([O-])([O-])=O.[K+].[K+].CC(C)=O. Product: [Cl:1][C:2]1[C:11]2[C:6](=[CH:7][C:8]([O:12][CH2:16][C:15]#[CH:14])=[CH:9][CH:10]=2)[C:5]([CH3:13])=[N:4][N:3]=1. The catalyst class is: 11. (4) Reactant: [NH2:1][C:2]1[CH:7]=[C:6]([Br:8])[N:5]=[CH:4][C:3]=1[N:9]([CH3:27])[C:10]([C:12]1[C:17]([S:18]([CH2:21][CH3:22])(=[O:20])=[O:19])=[CH:16][C:15]([C:23]([F:26])([F:25])[F:24])=[CH:14][N:13]=1)=O. Product: [Br:8][C:6]1[N:5]=[CH:4][C:3]2[N:9]([CH3:27])[C:10]([C:12]3[C:17]([S:18]([CH2:21][CH3:22])(=[O:20])=[O:19])=[CH:16][C:15]([C:23]([F:26])([F:25])[F:24])=[CH:14][N:13]=3)=[N:1][C:2]=2[CH:7]=1. The catalyst class is: 15. (5) Reactant: O.[NH2:2][NH2:3].[C:4](#[N:7])[CH:5]=[CH2:6].[CH:8](=O)[C:9]1[CH:14]=[CH:13][CH:12]=[CH:11][CH:10]=1.C(O[Na])CCC. Product: [C:9]1([CH2:8][N:2]2[C:4]([NH2:7])=[CH:5][CH:6]=[N:3]2)[CH:14]=[CH:13][CH:12]=[CH:11][CH:10]=1. The catalyst class is: 97. (6) Reactant: [NH2:1][CH:2]1[C:11]2[CH:10]=[N:9][CH:8]=[C:7]([C:12]3[CH:19]=[CH:18][C:15]([C:16]#[N:17])=[CH:14][CH:13]=3)[C:6]=2[CH2:5][CH2:4][CH2:3]1.[CH2:20]([S:22](Cl)(=[O:24])=[O:23])[CH3:21].CCN(CC)CC. Product: [C:16]([C:15]1[CH:14]=[CH:13][C:12]([C:7]2[C:6]3[CH2:5][CH2:4][CH2:3][CH:2]([NH:1][S:22]([CH2:20][CH3:21])(=[O:24])=[O:23])[C:11]=3[CH:10]=[N:9][CH:8]=2)=[CH:19][CH:18]=1)#[N:17]. The catalyst class is: 2.